This data is from Forward reaction prediction with 1.9M reactions from USPTO patents (1976-2016). The task is: Predict the product of the given reaction. Given the reactants [CH3:1][O:2][C:3](=[O:40])[C:4]([NH:7][C:8](=[O:39])[C@@H:9]([NH:31]C(OC(C)(C)C)=O)[CH2:10][C:11]1[CH:16]=[CH:15][C:14]([O:17]CC2C=CC=CC=2)=[C:13]([O:25][C:26](=[O:30])[NH:27][CH2:28][CH3:29])[CH:12]=1)([CH3:6])[CH3:5].CCOCC.[ClH:46].O1CCOCC1, predict the reaction product. The product is: [Cl-:46].[CH2:28]([NH:27][C:26]([O:25][C:13]1[CH:12]=[C:11]([CH2:10][C@H:9]([NH3+:31])[C:8](=[O:39])[NH:7][C:4]([C:3]([O:2][CH3:1])=[O:40])([CH3:6])[CH3:5])[CH:16]=[CH:15][C:14]=1[OH:17])=[O:30])[CH3:29].